Dataset: Reaction yield outcomes from USPTO patents with 853,638 reactions. Task: Predict the reaction yield, written as a fraction of the theoretical maximum amount of product (1.0 means a 100% yield; for example, 0.34 means a 34% yield). (1) The reactants are [CH3:1][O:2][C:3](=[O:14])[C:4]1[CH:9]=[CH:8][CH:7]=[C:6]([N+:10]([O-:12])=[O:11])[C:5]=1[NH2:13].[Br:15]Br. The catalyst is C(O)(=O)C. The product is [CH3:1][O:2][C:3](=[O:14])[C:4]1[CH:9]=[C:8]([Br:15])[CH:7]=[C:6]([N+:10]([O-:12])=[O:11])[C:5]=1[NH2:13]. The yield is 0.820. (2) The reactants are [Si:1]([O:8][CH2:9][C@@H:10]([NH:16]C(=O)OC(C)(C)C)[C:11]([CH:13]1[CH2:15][CH2:14]1)=[CH2:12])([C:4]([CH3:7])([CH3:6])[CH3:5])([CH3:3])[CH3:2]. The catalyst is C(Cl)Cl.[Br-].[Zn+2].[Br-]. The product is [Si:1]([O:8][CH2:9][C@@H:10]([NH2:16])[C:11]([CH:13]1[CH2:15][CH2:14]1)=[CH2:12])([C:4]([CH3:7])([CH3:6])[CH3:5])([CH3:3])[CH3:2]. The yield is 0.960. (3) The catalyst is CO. The product is [CH2:15]([O:14][C:8]1[C:7]([CH2:22][OH:23])=[N:6][CH:5]=[C:4]([C:9]=1[OH:10])[C:3]([OH:27])=[O:2])[C:16]1[CH:17]=[CH:18][CH:19]=[CH:20][CH:21]=1. The yield is 0.680. The reactants are C[O:2][C:3](=[O:27])[C:4]1[C:9]([O:10]C(=O)C)=[C:8]([O:14][CH2:15][C:16]2[CH:21]=[CH:20][CH:19]=[CH:18][CH:17]=2)[C:7]([CH2:22][O:23]C(=O)C)=[N:6][CH:5]=1.[OH-].[Na+].C(OCC)C.Cl. (4) The yield is 0.965. The reactants are CC[N:3](C(C)C)C(C)C.CC[O:12]P(ON1N=NC2C=CC=C[C:22]=2[C:20]1=[O:21])(OCC)=O.C1C[O:33][CH2:32][CH2:31]1. No catalyst specified. The product is [NH4+:3].[OH-:12].[CH3:32][OH:33].[CH3:31][CH2:32][O:33][C:20]([CH3:22])=[O:21].